From a dataset of Peptide-MHC class I binding affinity with 185,985 pairs from IEDB/IMGT. Regression. Given a peptide amino acid sequence and an MHC pseudo amino acid sequence, predict their binding affinity value. This is MHC class I binding data. (1) The peptide sequence is NIRNDDKYT. The MHC is HLA-A02:06 with pseudo-sequence HLA-A02:06. The binding affinity (normalized) is 0.181. (2) The peptide sequence is VGPVYVKF. The MHC is Mamu-B52 with pseudo-sequence Mamu-B52. The binding affinity (normalized) is 0.953. (3) The peptide sequence is TVYPKTHYV. The MHC is HLA-A33:01 with pseudo-sequence HLA-A33:01. The binding affinity (normalized) is 0.417. (4) The MHC is HLA-A02:01 with pseudo-sequence HLA-A02:01. The peptide sequence is LAIVTTPLV. The binding affinity (normalized) is 0.692. (5) The peptide sequence is FLLAQFTSAI. The MHC is HLA-A02:01 with pseudo-sequence HLA-A02:01. The binding affinity (normalized) is 0.758. (6) The peptide sequence is WNYYLSCKL. The MHC is H-2-Kb with pseudo-sequence H-2-Kb. The binding affinity (normalized) is 0.440. (7) The peptide sequence is YTFCGTIEY. The MHC is HLA-A02:11 with pseudo-sequence HLA-A02:11. The binding affinity (normalized) is 0.0847.